Dataset: Full USPTO retrosynthesis dataset with 1.9M reactions from patents (1976-2016). Task: Predict the reactants needed to synthesize the given product. (1) Given the product [O:1]1[CH:5]=[CH:4][CH:3]=[C:2]1[C:6]1[N:10]([C:11]2[S:12][CH:13]=[C:14]([CH2:16][NH2:18])[N:15]=2)[N:9]=[C:8]([C:19]([F:20])([F:21])[F:22])[CH:7]=1, predict the reactants needed to synthesize it. The reactants are: [O:1]1[CH:5]=[CH:4][CH:3]=[C:2]1[C:6]1[N:10]([C:11]2[S:12][CH:13]=[C:14]([C:16]([NH2:18])=O)[N:15]=2)[N:9]=[C:8]([C:19]([F:22])([F:21])[F:20])[CH:7]=1.B.C1COCC1.B. (2) Given the product [C:1]([NH:24][CH2:25][CH2:26][NH:27][P:28](=[O:29])([O:48][C:49]1[CH:54]=[CH:53][CH:52]=[CH:51][CH:50]=1)[O:62][CH2:61][C@H:59]1[S:60][CH2:56][C@@H:57]([N:63]2[CH:64]=[CH:65][C:66]([NH2:70])=[N:67][C:68]2=[O:69])[O:58]1)(=[O:23])[CH2:2][CH2:3][CH2:4]/[CH:5]=[CH:6]\[CH2:7]/[CH:8]=[CH:9]\[CH2:10]/[CH:11]=[CH:12]\[CH2:13]/[CH:14]=[CH:15]\[CH2:16]/[CH:17]=[CH:18]\[CH2:19][CH3:20], predict the reactants needed to synthesize it. The reactants are: [C:1]([NH:24][CH2:25][CH2:26][NH:27][P:28](=O)([O:48][C:49]1[CH:54]=[CH:53][CH:52]=[CH:51][CH:50]=1)[O:29]C[C@@H]1[C@@H](N=[N+]=[N-])C[C@@H](N2C=C(C)C(=O)NC2=O)O1)(=[O:23])[CH2:2][CH2:3]/[CH:4]=[CH:5]\[CH2:6]/[CH:7]=[CH:8]\[CH2:9]/[CH:10]=[CH:11]\[CH2:12]/[CH:13]=[CH:14]\[CH2:15]/[CH:16]=[CH:17]\[CH2:18]/[CH:19]=[CH:20]\CC.[CH2:56]1[S:60][C@H:59]([CH2:61][OH:62])[O:58][C@@H:57]1[N:63]1[C:68](=[O:69])[N:67]=[C:66]([NH2:70])[CH:65]=[CH:64]1.NCCNC(=O)CCC/C=C\C/C=C\C/C=C\C/C=C\C/C=C\CC.